From a dataset of Catalyst prediction with 721,799 reactions and 888 catalyst types from USPTO. Predict which catalyst facilitates the given reaction. (1) Reactant: C([O:3][C:4]([C:6]1[CH:10]=[C:9]([CH2:11][OH:12])[N:8]([CH2:13][C:14]2[CH:18]=[C:17]([C:19]3[S:20][C:21]([Cl:24])=[CH:22][CH:23]=3)[O:16][N:15]=2)[N:7]=1)=[O:5])C.[OH-].[Na+].Cl. Product: [Cl:24][C:21]1[S:20][C:19]([C:17]2[O:16][N:15]=[C:14]([CH2:13][N:8]3[C:9]([CH2:11][OH:12])=[CH:10][C:6]([C:4]([OH:5])=[O:3])=[N:7]3)[CH:18]=2)=[CH:23][CH:22]=1. The catalyst class is: 20. (2) Reactant: Br[CH2:2][C:3]1[CH:4]=[C:5]([CH:10]=[CH:11][CH:12]=1)[C:6]([O:8][CH3:9])=[O:7].[Br:13][C:14]1[CH:15]=[C:16]([C:20]2([CH3:27])[NH:24][C:23](=[O:25])[NH:22][C:21]2=[O:26])[CH:17]=[CH:18][CH:19]=1.C(=O)([O-])[O-].[K+].[K+]. Product: [CH3:9][O:8][C:6](=[O:7])[C:5]1[CH:10]=[CH:11][CH:12]=[C:3]([CH2:2][N:22]2[C:21](=[O:26])[C:20]([C:16]3[CH:17]=[CH:18][CH:19]=[C:14]([Br:13])[CH:15]=3)([CH3:27])[NH:24][C:23]2=[O:25])[CH:4]=1. The catalyst class is: 3. (3) Reactant: [Cl:1][C:2]1[CH:3]=[C:4]([CH:19]=[CH:20][CH:21]=1)[CH2:5][S:6][C:7]1[N:12]=[C:11]([OH:13])[CH:10]=[C:9]([NH:14][C@H:15]([CH3:18])[CH2:16][OH:17])[N:8]=1.[Cl:22]NC(=O)CCC(N)=O. Product: [Cl:22][C:10]1[C:11]([OH:13])=[N:12][C:7]([S:6][CH2:5][C:4]2[CH:19]=[CH:20][CH:21]=[C:2]([Cl:1])[CH:3]=2)=[N:8][C:9]=1[NH:14][C@H:15]([CH3:18])[CH2:16][OH:17]. The catalyst class is: 52. (4) Reactant: [NH2:1][C:2]1[CH:20]=[CH:19][C:5]([O:6][C:7]2[CH:12]=[CH:11][N:10]=[C:9]([NH:13][C:14]([N:16]([CH3:18])[CH3:17])=[O:15])[CH:8]=2)=[CH:4][CH:3]=1.C(N(CC)CC)C.[F:28][P-](F)(F)(F)(F)F.[N:35]1(O[P+](N(C)C)(N(C)C)N(C)C)[C:39]2[CH:40]=[CH:41][CH:42]=[CH:43][C:38]=2N=N1.C([O:57][CH2:58][CH3:59])C.CN(C)[CH:62]=[O:63]. Product: [CH3:17][N:16]([CH3:18])[C:14](=[O:15])[NH:13][C:9]1[CH:8]=[C:7]([O:6][C:5]2[CH:19]=[CH:20][C:2]([NH:1][C:58](=[O:57])[CH2:59][C:62]([NH:35][C:39]3[CH:40]=[CH:41][C:42]([F:28])=[CH:43][CH:38]=3)=[O:63])=[CH:3][CH:4]=2)[CH:12]=[CH:11][N:10]=1. The catalyst class is: 81. (5) Reactant: Cl[C:2]1[C:11]2[C:6](=[CH:7][C:8]([F:12])=[CH:9][CH:10]=2)[N:5]=[C:4]([C:13]2[CH:18]=[CH:17][CH:16]=[CH:15][N:14]=2)[C:3]=1[CH:19]([CH3:21])[CH3:20].[O:22]1[CH2:27][CH2:26][N:25]([C:28]2[C:33]([NH2:34])=[CH:32][C:31]([N:35]3[CH2:40][CH2:39][O:38][CH2:37][CH2:36]3)=[CH:30][N:29]=2)[CH2:24][CH2:23]1. Product: [N:25]1([C:28]2[C:33]([NH:34][C:2]3[C:11]4[C:6](=[CH:7][C:8]([F:12])=[CH:9][CH:10]=4)[N:5]=[C:4]([C:13]4[CH:18]=[CH:17][CH:16]=[CH:15][N:14]=4)[C:3]=3[CH:19]([CH3:21])[CH3:20])=[CH:32][C:31]([N:35]3[CH2:36][CH2:37][O:38][CH2:39][CH2:40]3)=[CH:30][N:29]=2)[CH2:24][CH2:23][O:22][CH2:27][CH2:26]1. The catalyst class is: 11. (6) Reactant: [CH:1]([N:4]1[C:8]([C:9]2[N:10]=[C:11]3[C:17]4[CH:18]=[CH:19][C:20](B5OC(C)(C)C(C)(C)O5)=[CH:21][C:16]=4[O:15][CH2:14][CH2:13][N:12]3[CH:31]=2)=[N:7][CH:6]=[N:5]1)([CH3:3])[CH3:2].Br[C:33]1[N:34]=[C:35]([CH2:39][C:40]([CH3:43])([OH:42])[CH3:41])[N:36]([CH3:38])[CH:37]=1.[F-].[Cs+].O. Product: [CH:1]([N:4]1[C:8]([C:9]2[N:10]=[C:11]3[C:17]4[CH:18]=[CH:19][C:20]([C:33]5[N:34]=[C:35]([CH2:39][C:40]([CH3:43])([OH:42])[CH3:41])[N:36]([CH3:38])[CH:37]=5)=[CH:21][C:16]=4[O:15][CH2:14][CH2:13][N:12]3[CH:31]=2)=[N:7][CH:6]=[N:5]1)([CH3:3])[CH3:2]. The catalyst class is: 555.